Dataset: Forward reaction prediction with 1.9M reactions from USPTO patents (1976-2016). Task: Predict the product of the given reaction. Given the reactants [Si]([O:8][C@H:9]([CH3:42])[CH2:10][CH2:11][CH2:12][C@H:13]([OH:41])/[CH:14]=[CH:15]/[C@H:16]1[C@H:20]([O:21][CH:22]2[CH2:27][CH2:26][CH2:25][CH2:24][O:23]2)[CH2:19][C@@H:18]([Cl:28])[C@@H:17]1[CH2:29]/[CH:30]=[CH:31]\[CH2:32][CH2:33][CH2:34][C:35]([O:37][CH2:38][CH:39]=[CH2:40])=[O:36])(C(C)(C)C)(C)C.CCCC[N+](CCCC)(CCCC)CCCC.[F-].C1COCC1, predict the reaction product. The product is: [Cl:28][C@H:18]1[C@H:17]([CH2:29]/[CH:30]=[CH:31]\[CH2:32][CH2:33][CH2:34][C:35]([O:37][CH2:38][CH:39]=[CH2:40])=[O:36])[C@@H:16](/[CH:15]=[CH:14]/[C@@H:13]([OH:41])[CH2:12][CH2:11][CH2:10][C@H:9]([OH:8])[CH3:42])[C@H:20]([O:21][CH:22]2[CH2:27][CH2:26][CH2:25][CH2:24][O:23]2)[CH2:19]1.